This data is from Catalyst prediction with 721,799 reactions and 888 catalyst types from USPTO. The task is: Predict which catalyst facilitates the given reaction. Reactant: [C:1]1([C:7]2[C:8]([C:13]([F:16])([F:15])[F:14])=[N:9][NH:10][C:11]=2[NH2:12])[CH:6]=[CH:5][CH:4]=[CH:3][CH:2]=1.[O:17]1[CH2:22][CH2:21][O:20][C:19]2[CH:23]=[C:24]([C:27](=O)[CH2:28][C:29](OCC)=[O:30])[CH:25]=[CH:26][C:18]1=2. Product: [O:17]1[CH2:22][CH2:21][O:20][C:19]2[CH:23]=[C:24]([C:27]3[NH:12][C:11]4[N:10]([N:9]=[C:8]([C:13]([F:15])([F:16])[F:14])[C:7]=4[C:1]4[CH:2]=[CH:3][CH:4]=[CH:5][CH:6]=4)[C:29](=[O:30])[CH:28]=3)[CH:25]=[CH:26][C:18]1=2. The catalyst class is: 15.